From a dataset of Full USPTO retrosynthesis dataset with 1.9M reactions from patents (1976-2016). Predict the reactants needed to synthesize the given product. Given the product [CH3:10][O:9][C:7]1[CH:6]=[C:5]([CH2:11][C:12]([N:31]([CH3:32])[C:30]2[CH:29]=[N:28][C:39]([N:41]3[CH2:42][CH2:43][O:44][CH2:45][CH2:46]3)=[CH:40][C:35]=2[C:36]2[CH:37]=[CH:38][CH:47]=[CH:48][C:25]=2[CH3:26])=[O:14])[CH:4]=[C:3]([O:2][CH3:1])[CH:8]=1, predict the reactants needed to synthesize it. The reactants are: [CH3:1][O:2][C:3]1[CH:4]=[C:5]([CH2:11][C:12]([OH:14])=O)[CH:6]=[C:7]([O:9][CH3:10])[CH:8]=1.C(N1[CH:26]=[CH:25]N=C1)(N1C=CN=C1)=O.C[NH:28][C:29]1[C:30]([C:35]2[CH:40]=[C:39]([N:41]3[CH2:46][CH2:45][O:44][CH2:43][CH2:42]3)[C:38]([CH3:47])=[CH:37][CH:36]=2)=[N:31][CH:32]=CC=1.[CH3:48]N(C)C=O.